Dataset: Reaction yield outcomes from USPTO patents with 853,638 reactions. Task: Predict the reaction yield, written as a fraction of the theoretical maximum amount of product (1.0 means a 100% yield; for example, 0.34 means a 34% yield). (1) The reactants are [S:1]1[C:5]2[CH:6]=[C:7]([N:10]3[CH:14](C(F)(F)F)[CH2:13][NH:12][C:11]3=[O:19])[CH:8]=[CH:9][C:4]=2[N:3]=[CH:2]1.I[C:21]1[CH:22]=[N:23][CH:24]=[CH:25][C:26]=1[CH3:27].[CH3:28]NC1CCCCC1NC.P([O-])([O-])([O-])=O.[K+].[K+].[K+]. The catalyst is [Cu](I)I.C(OCC)(=O)C.O1CCOCC1. The product is [S:1]1[C:5]2[CH:6]=[C:7]([N:10]3[CH2:14][CH:13]([CH3:28])[N:12]([C:21]4[CH:22]=[N:23][CH:24]=[CH:25][C:26]=4[CH3:27])[C:11]3=[O:19])[CH:8]=[CH:9][C:4]=2[N:3]=[CH:2]1. The yield is 0.395. (2) The reactants are [C:1]([C:3]1[CH:4]=[C:5]([C:13]2[S:14][C:15]([C:18]3[CH:26]=[CH:25][CH:24]=[C:23]4[C:19]=3[CH2:20][CH2:21][C@@H:22]4[NH:27][S:28]([CH2:31][C:32](OC)=[O:33])(=[O:30])=[O:29])=[CH:16][N:17]=2)[CH:6]=[CH:7][C:8]=1[O:9][CH:10]([CH3:12])[CH3:11])#[N:2].[BH4-].[Na+].CO. The catalyst is C1COCC1. The product is [C:1]([C:3]1[CH:4]=[C:5]([C:13]2[S:14][C:15]([C:18]3[CH:26]=[CH:25][CH:24]=[C:23]4[C:19]=3[CH2:20][CH2:21][C@@H:22]4[NH:27][S:28]([CH2:31][CH2:32][OH:33])(=[O:29])=[O:30])=[CH:16][N:17]=2)[CH:6]=[CH:7][C:8]=1[O:9][CH:10]([CH3:12])[CH3:11])#[N:2]. The yield is 0.640.